This data is from Catalyst prediction with 721,799 reactions and 888 catalyst types from USPTO. The task is: Predict which catalyst facilitates the given reaction. (1) Product: [Cl:1][C:2]1[CH:19]=[CH:18][C:5]([CH2:6][O:7][C:8]([N:10]2[CH2:15][CH2:14][CH:13]([CH2:16][NH:17][C:21]3[N:26]=[CH:25][C:24]([F:27])=[CH:23][N:22]=3)[CH2:12][CH2:11]2)=[O:9])=[CH:4][CH:3]=1. Reactant: [Cl:1][C:2]1[CH:19]=[CH:18][C:5]([CH2:6][O:7][C:8]([N:10]2[CH2:15][CH2:14][CH:13]([CH2:16][NH2:17])[CH2:12][CH2:11]2)=[O:9])=[CH:4][CH:3]=1.Cl[C:21]1[N:26]=[CH:25][C:24]([F:27])=[CH:23][N:22]=1.C(N(CC)CC)C. The catalyst class is: 3. (2) Reactant: Cl[C:2]1[CH:3]=[CH:4][C:5]2[N:6]([C:8]([CH2:11][C:12]3[CH:13]=[C:14]4[C:18](=[CH:19][CH:20]=3)[N:17]([CH3:21])[N:16]=[CH:15]4)=[CH:9][N:10]=2)[N:7]=1.C([Sn](CCCC)(CCCC)[C:27]([O:29][CH2:30][CH3:31])=[CH2:28])CCC. Product: [CH2:30]([O:29][C:27]([C:2]1[CH:3]=[CH:4][C:5]2[N:6]([C:8]([CH2:11][C:12]3[CH:13]=[C:14]4[C:18](=[CH:19][CH:20]=3)[N:17]([CH3:21])[N:16]=[CH:15]4)=[CH:9][N:10]=2)[N:7]=1)=[CH2:28])[CH3:31]. The catalyst class is: 128.